Dataset: Catalyst prediction with 721,799 reactions and 888 catalyst types from USPTO. Task: Predict which catalyst facilitates the given reaction. Reactant: C[O:2][C:3](=[O:22])[CH:4]([C:11]1[CH:16]=[CH:15][C:14]([S:17]([CH3:20])(=[O:19])=[O:18])=[C:13]([Br:21])[CH:12]=1)[CH2:5][CH:6]1[CH2:10][CH2:9][CH2:8][CH2:7]1.[OH-].[Na+]. Product: [Br:21][C:13]1[CH:12]=[C:11]([CH:4]([CH2:5][CH:6]2[CH2:10][CH2:9][CH2:8][CH2:7]2)[C:3]([OH:22])=[O:2])[CH:16]=[CH:15][C:14]=1[S:17]([CH3:20])(=[O:19])=[O:18]. The catalyst class is: 5.